The task is: Predict which catalyst facilitates the given reaction.. This data is from Catalyst prediction with 721,799 reactions and 888 catalyst types from USPTO. (1) Reactant: [NH2:1][C:2]1[CH:7]=[CH:6][CH:5]=[CH:4][CH:3]=1.[CH2:8]([O:10][C:11](=[O:17])[C:12](=[N+:15]=[N-:16])[CH:13]=O)[CH3:9].O. Product: [CH2:8]([O:10][C:11]([C:12]1[N:15]=[N:16][N:1]([C:2]2[CH:7]=[CH:6][CH:5]=[CH:4][CH:3]=2)[CH:13]=1)=[O:17])[CH3:9]. The catalyst class is: 14. (2) Product: [CH2:20]([NH:29][C:28]1[CH:30]=[CH:31][C:25]([F:24])=[CH:26][CH:27]=1)[C:19]1[CH:22]=[CH:23][CH:16]=[CH:17][CH:18]=1. The catalyst class is: 68. Reactant: C(O[BH-](OC(=O)C)OC(=O)C)(=O)C.[Na+].F[C:16]1[CH:23]=[CH:22][C:19]([CH:20]=O)=[CH:18][CH:17]=1.[F:24][C:25]1[CH:31]=[CH:30][C:28]([NH2:29])=[CH:27][CH:26]=1. (3) Reactant: Cl[C:2]1[C:7]([C:8]([O:10]CC)=O)=[C:6]([CH3:13])[N:5]=[CH:4][N:3]=1.[CH2:14]([O:21][NH:22][C:23](=[O:26])[CH2:24][CH3:25])[C:15]1[CH:20]=[CH:19][CH:18]=[CH:17][CH:16]=1.C(=O)([O-])[O-].[K+].[K+].C(OCC)(=O)C. Product: [CH2:14]([O:21][N:22]1[C:2]2[N:3]=[CH:4][N:5]=[C:6]([CH3:13])[C:7]=2[C:8]([OH:10])=[C:24]([CH3:25])[C:23]1=[O:26])[C:15]1[CH:20]=[CH:19][CH:18]=[CH:17][CH:16]=1. The catalyst class is: 18. (4) Reactant: [NH2:1][C:2]1[CH:11]=[C:10]([F:12])[CH:9]=[CH:8][C:3]=1[C:4]([O:6][CH3:7])=[O:5].[CH:13](=O)[C:14]1[CH:19]=[CH:18][CH:17]=[CH:16][CH:15]=1.C(O[BH-](OC(=O)C)OC(=O)C)(=O)C.[Na+].C(O)(=O)C. Product: [CH2:13]([NH:1][C:2]1[CH:11]=[C:10]([F:12])[CH:9]=[CH:8][C:3]=1[C:4]([O:6][CH3:7])=[O:5])[C:14]1[CH:19]=[CH:18][CH:17]=[CH:16][CH:15]=1. The catalyst class is: 2. (5) Reactant: [F:1][C:2]1[CH:3]=[C:4]([CH:15]=[CH:16][C:17]=1[F:18])[O:5][C:6]1[N:11]=[CH:10][C:9]([CH2:12][OH:13])=[CH:8][C:7]=1[F:14].C(N(CC)CC)C.[CH3:26][S:27](Cl)(=[O:29])=[O:28].O. Product: [CH3:26][S:27]([O:13][CH2:12][C:9]1[CH:10]=[N:11][C:6]([O:5][C:4]2[CH:15]=[CH:16][C:17]([F:18])=[C:2]([F:1])[CH:3]=2)=[C:7]([F:14])[CH:8]=1)(=[O:29])=[O:28]. The catalyst class is: 4. (6) Reactant: C([O:4][CH2:5][C:6]1[CH:11]=[C:10]([O:12][CH3:13])[C:9]([O:14][CH2:15][CH2:16][Cl:17])=[CH:8][C:7]=1[CH2:18][O:19]C(=O)C)(=O)C.N. Product: [Cl:17][CH2:16][CH2:15][O:14][C:9]1[C:10]([O:12][CH3:13])=[CH:11][C:6]([CH2:5][OH:4])=[C:7]([CH2:18][OH:19])[CH:8]=1. The catalyst class is: 5.